This data is from Forward reaction prediction with 1.9M reactions from USPTO patents (1976-2016). The task is: Predict the product of the given reaction. Given the reactants Cl[C:2]1[N:7]=[C:6]([N:8]2[CH2:13][C@@H:12]3[C@@:10]([NH:15][C:16]([CH:18]4[CH2:20][CH2:19]4)=[O:17])([C@@H:11]3[CH3:14])[CH2:9]2)[C:5]([F:21])=[CH:4][N:3]=1.[NH2:22][C:23]1[CH:24]=[CH:25][C:26]([CH2:29][CH2:30][OH:31])=[N:27][CH:28]=1, predict the reaction product. The product is: [F:21][C:5]1[C:6]([N:8]2[CH2:13][C@@H:12]3[C@@:10]([NH:15][C:16]([CH:18]4[CH2:20][CH2:19]4)=[O:17])([C@@H:11]3[CH3:14])[CH2:9]2)=[N:7][C:2]([NH:22][C:23]2[CH:28]=[N:27][C:26]([CH2:29][CH2:30][OH:31])=[CH:25][CH:24]=2)=[N:3][CH:4]=1.